This data is from NCI-60 drug combinations with 297,098 pairs across 59 cell lines. The task is: Regression. Given two drug SMILES strings and cell line genomic features, predict the synergy score measuring deviation from expected non-interaction effect. Drug 1: CN1CCC(CC1)COC2=C(C=C3C(=C2)N=CN=C3NC4=C(C=C(C=C4)Br)F)OC. Drug 2: CN(C(=O)NC(C=O)C(C(C(CO)O)O)O)N=O. Cell line: HS 578T. Synergy scores: CSS=-2.93, Synergy_ZIP=2.29, Synergy_Bliss=-4.40, Synergy_Loewe=-10.7, Synergy_HSA=-10.8.